From a dataset of Experimentally validated miRNA-target interactions with 360,000+ pairs, plus equal number of negative samples. Binary Classification. Given a miRNA mature sequence and a target amino acid sequence, predict their likelihood of interaction. (1) The miRNA is mmu-miR-5626-3p with sequence CAGCAGUUGAGUGAUGUGACAC. The protein sequence of the target gene is MDTSRLGVLLSLPVLLQLATGGSSPRSGVLLRGCPTHCHCEPDGRMLLRVDCSDLGLSELPSNLSVFTSYLDLSMNNISQLLPNPLPSLRFLEELRLAGNALTYIPKGAFTGLYSLKVLMLQNNQLRHVPTEALQNLRSLQSLRLDANHISYVPPSCFSGLHSLRHLWLDDNALTEIPVQAFRSLSALQAMTLALNKIHHIPDYAFGNLSSLVVLHLHNNRIHSLGKKCFDGLHSLETLDLNYNNLDEFPTAIRTLSNLKELGFHSNNIRSIPEKAFVGNPSLITIHFYDNPIQFVGRSA.... Result: 0 (no interaction). (2) The miRNA is hsa-miR-548e-5p with sequence CAAAAGCAAUCGCGGUUUUUGC. The protein sequence of the target gene is MGKTFSQLGSWREDENKSILSSKPAIGSKAVNYSSTGSSKSFCSCVPCEGTADASFVTCPTCQGSGKIPQELEKQLVALIPYGDQRLKPKHTKLFVFLAVLICLVTSSFIVFFLFPRSVIVQPAGLNSSTVAFDEADIYLNITNILNISNGNYYPIMVTQLTLEVLHLSLVVGQVSNNLLLHIGPLASEQMFYAVATKIRDENTYKICTWLEIKVHHVLLHIQGTLTCSYLSHSEQLVFQSYEYVDCRGNASVPHQLTPHPP. Result: 0 (no interaction).